Task: Regression. Given a peptide amino acid sequence and an MHC pseudo amino acid sequence, predict their binding affinity value. This is MHC class I binding data.. Dataset: Peptide-MHC class I binding affinity with 185,985 pairs from IEDB/IMGT (1) The peptide sequence is IPRRIRQGL. The MHC is HLA-A24:02 with pseudo-sequence HLA-A24:02. The binding affinity (normalized) is 0. (2) The peptide sequence is STPESANLGE. The MHC is Mamu-A02 with pseudo-sequence Mamu-A02. The binding affinity (normalized) is 0.0340. (3) The MHC is HLA-A02:03 with pseudo-sequence HLA-A02:03. The binding affinity (normalized) is 0.0883. The peptide sequence is NLFSKNILK.